The task is: Predict the reactants needed to synthesize the given product.. This data is from Full USPTO retrosynthesis dataset with 1.9M reactions from patents (1976-2016). (1) Given the product [NH2:1][C:2]1[C:10]([CH3:11])=[C:9]([CH3:12])[C:8]([Br:13])=[CH:7][C:3]=1[C:4]([OH:6])=[O:5], predict the reactants needed to synthesize it. The reactants are: [NH2:1][C:2]1[C:10]([CH3:11])=[C:9]([CH3:12])[CH:8]=[CH:7][C:3]=1[C:4]([OH:6])=[O:5].[BrH:13].O. (2) Given the product [CH2:23]([O:25][C:26]([CH:28]1[CH2:33][CH2:32][CH:31]([NH:34][C:4]2[N:9]=[C:8]([C:10]3[N:14]4[CH:15]=[CH:16][CH:17]=[C:18]([C:19]([OH:22])([CH3:21])[CH3:20])[C:13]4=[N:12][CH:11]=3)[CH:7]=[CH:6][N:5]=2)[CH2:30][CH2:29]1)=[O:27])[CH3:24], predict the reactants needed to synthesize it. The reactants are: CS([C:4]1[N:9]=[C:8]([C:10]2[N:14]3[CH:15]=[CH:16][CH:17]=[C:18]([C:19]([OH:22])([CH3:21])[CH3:20])[C:13]3=[N:12][CH:11]=2)[CH:7]=[CH:6][N:5]=1)=O.[CH2:23]([O:25][C:26]([CH:28]1[CH2:33][CH2:32][CH:31]([NH2:34])[CH2:30][CH2:29]1)=[O:27])[CH3:24]. (3) Given the product [CH3:1][N:2]([CH3:26])[CH2:3][CH2:4][N:5]([CH3:25])[C:6]1[S:7][C:8]2[CH:14]=[C:13]([NH:15][C:16]([C:18]3[CH:23]=[N:22][C:21]([C:31]4[CH:30]=[CH:29][C:28]([Cl:27])=[CH:33][C:32]=4[Cl:34])=[CH:20][N:19]=3)=[O:17])[CH:12]=[CH:11][C:9]=2[N:10]=1, predict the reactants needed to synthesize it. The reactants are: [CH3:1][N:2]([CH3:26])[CH2:3][CH2:4][N:5]([CH3:25])[C:6]1[S:7][C:8]2[CH:14]=[C:13]([NH:15][C:16]([C:18]3[CH:23]=[N:22][C:21](Cl)=[CH:20][N:19]=3)=[O:17])[CH:12]=[CH:11][C:9]=2[N:10]=1.[Cl:27][C:28]1[CH:33]=[C:32]([Cl:34])[CH:31]=[CH:30][C:29]=1B(O)O. (4) Given the product [Cl:1][C:2]1[CH:3]=[C:4]([NH:10][C@H:11]([CH2:12][OH:13])[CH2:15][C:16]([O:18][C:19]([CH3:20])([CH3:22])[CH3:21])=[O:17])[CH:5]=[CH:6][C:7]=1[C:8]#[N:9], predict the reactants needed to synthesize it. The reactants are: [Cl:1][C:2]1[CH:3]=[C:4]([NH:10][C@@H:11]([CH2:15][C:16]([O:18][C:19]([CH3:22])([CH3:21])[CH3:20])=[O:17])[C:12](O)=[O:13])[CH:5]=[CH:6][C:7]=1[C:8]#[N:9].C(C1NC=CN=1)(C1NC=CN=1)=O.C(=O)=O.[BH4-].[Na+].Cl. (5) Given the product [C:23]([C:2]1[C:10]2[C:5](=[CH:6][C:7]([C:11]([O:13][CH3:14])=[O:12])=[CH:8][CH:9]=2)[N:4]([CH2:15][C:16]([O:18][C:19]([CH3:22])([CH3:21])[CH3:20])=[O:17])[N:3]=1)(=[O:27])[CH3:24], predict the reactants needed to synthesize it. The reactants are: Br[C:2]1[C:10]2[C:5](=[CH:6][C:7]([C:11]([O:13][CH3:14])=[O:12])=[CH:8][CH:9]=2)[N:4]([CH2:15][C:16]([O:18][C:19]([CH3:22])([CH3:21])[CH3:20])=[O:17])[N:3]=1.[CH2:23]([O:27]C=C)[CH2:24]CC.C1(P(C2C=CC=CC=2)C2C=CC=CC=2)C=CC=CC=1.